From a dataset of Catalyst prediction with 721,799 reactions and 888 catalyst types from USPTO. Predict which catalyst facilitates the given reaction. Reactant: [Cl:1][C:2]1[C:10]2[CH2:11][CH2:12][N:13](C)[CH2:14][CH2:15][N:8]3[C:9]=2[C:5]([C:6]2[CH2:21][CH2:20][CH2:19][CH2:18][CH2:17][C:7]=23)=[CH:4][CH:3]=1.ClC(OC(Cl)C)=O. Product: [Cl:1][C:2]1[C:10]2[CH2:11][CH2:12][NH:13][CH2:14][CH2:15][N:8]3[C:9]=2[C:5]([C:6]2[CH2:21][CH2:20][CH2:19][CH2:18][CH2:17][C:7]=23)=[CH:4][CH:3]=1. The catalyst class is: 68.